From a dataset of Forward reaction prediction with 1.9M reactions from USPTO patents (1976-2016). Predict the product of the given reaction. (1) The product is: [CH3:1][C:2]1[C:3]2[N:4]([N:9]=[C:10]([C:16]([O:18][CH3:19])=[O:17])[CH:11]=2)[C:5]([CH3:8])=[CH:6][N:7]=1. Given the reactants [CH3:1][C:2]1[C:3]2[N:4]([N:9]=[C:10]([C:16]([O:18][CH3:19])=[O:17])[C:11]=2C(OC)=O)[C:5]([CH3:8])=[CH:6][N:7]=1.CO, predict the reaction product. (2) Given the reactants [CH3:1][C@:2]12[CH2:18][CH2:17][C@H:16]([O:19][CH2:20][CH2:21][CH2:22][NH:23][C:24](=[O:81])[CH2:25][CH2:26][C:27]([NH:29][C@H:30]([CH2:39][C:40]([NH:42][C@@H:43]([CH2:55][CH2:56][CH2:57][CH2:58][N:59]([C:73]3[CH:78]=[CH:77][C:76]([O:79][CH3:80])=[CH:75][CH:74]=3)[CH:60]([C:67]3[CH:72]=[CH:71][CH:70]=[CH:69][CH:68]=3)[C:61]3[CH:66]=[CH:65][CH:64]=[CH:63][CH:62]=3)[C:44]([NH:46][C:47]3[CH:52]=[CH:51][C:50]([CH2:53][OH:54])=[CH:49][CH:48]=3)=[O:45])=[O:41])[CH2:31][C:32]3[CH:37]=[CH:36][C:35]([F:38])=[CH:34][CH:33]=3)=[O:28])[CH2:15][C:14]1=[CH:13][CH2:12][C@@H:11]1[C@@H:3]2[CH2:4][CH2:5][C@@:6]2([CH3:90])[C@H:10]1[CH2:9][CH2:8][C@@H:7]2[C@@H:82]([CH2:84][CH2:85][CH2:86][CH:87]([CH3:89])[CH3:88])[CH3:83].CCN(C(C)C)C(C)C.C(Cl)Cl.[C:103](=O)([O:114]C1C=CC([N+]([O-])=O)=CC=1)[O:104][C:105]1[CH:110]=[CH:109][C:108]([N+:111]([O-:113])=[O:112])=[CH:107][CH:106]=1, predict the reaction product. The product is: [C:103](=[O:114])([O:104][C:105]1[CH:106]=[CH:107][C:108]([N+:111]([O-:113])=[O:112])=[CH:109][CH:110]=1)[O:54][CH2:53][C:50]1[CH:49]=[CH:48][C:47]([NH:46][C:44](=[O:45])[C@@H:43]([NH:42][C:40](=[O:41])[CH2:39][C@@H:30]([NH:29][C:27](=[O:28])[CH2:26][CH2:25][C:24]([NH:23][CH2:22][CH2:21][CH2:20][O:19][C@@H:16]2[CH2:15][C:14]3[C@@:2]([CH3:1])([C@@H:3]4[C@@H:11]([CH2:12][CH:13]=3)[C@H:10]3[C@@:6]([CH3:90])([C@@H:7]([C@@H:82]([CH2:84][CH2:85][CH2:86][CH:87]([CH3:89])[CH3:88])[CH3:83])[CH2:8][CH2:9]3)[CH2:5][CH2:4]4)[CH2:18][CH2:17]2)=[O:81])[CH2:31][C:32]2[CH:37]=[CH:36][C:35]([F:38])=[CH:34][CH:33]=2)[CH2:55][CH2:56][CH2:57][CH2:58][N:59]([C:73]2[CH:74]=[CH:75][C:76]([O:79][CH3:80])=[CH:77][CH:78]=2)[CH:60]([C:67]2[CH:68]=[CH:69][CH:70]=[CH:71][CH:72]=2)[C:61]2[CH:66]=[CH:65][CH:64]=[CH:63][CH:62]=2)=[CH:52][CH:51]=1. (3) Given the reactants Cl.[N:2]1([C:8]2[CH:9]=[C:10]([CH:14]3[N:18]([C:19]4[CH:24]=[CH:23][C:22]([F:25])=[CH:21][C:20]=4[F:26])[N:17]=[C:16]([C:27]([F:33])([F:32])[C:28]([F:31])([F:30])[F:29])[CH2:15]3)[CH:11]=[CH:12][CH:13]=2)[CH2:7][CH2:6][NH:5][CH2:4][CH2:3]1.C(N(CC)CC)C.[CH3:41][S:42](Cl)(=[O:44])=[O:43], predict the reaction product. The product is: [F:26][C:20]1[CH:21]=[C:22]([F:25])[CH:23]=[CH:24][C:19]=1[N:18]1[CH:14]([C:10]2[CH:11]=[CH:12][CH:13]=[C:8]([N:2]3[CH2:3][CH2:4][N:5]([S:42]([CH3:41])(=[O:44])=[O:43])[CH2:6][CH2:7]3)[CH:9]=2)[CH2:15][C:16]([C:27]([F:33])([F:32])[C:28]([F:29])([F:30])[F:31])=[N:17]1. (4) Given the reactants [C:1]([O:8]CC)(=[O:7])[C:2](OCC)=O.[O-]CC.[K+].[N+:15]([C:18]1[CH:19]=[C:20]([CH3:25])[C:21](C)=[CH:22][CH:23]=1)([O-:17])=[O:16], predict the reaction product. The product is: [CH3:25][C:20]1[CH:21]=[CH:22][CH:23]=[C:18]([N+:15]([O-:17])=[O:16])[C:19]=1[CH2:2][C:1]([OH:8])=[O:7]. (5) Given the reactants Cl[C:2]1[C:7]([C:8]#[N:9])=[C:6]([Cl:10])[N:5]=[C:4]([S:11][CH3:12])[N:3]=1.[F:13][C:14]1[CH:20]=[CH:19][CH:18]=[C:17]([F:21])[C:15]=1[NH2:16].CO.O, predict the reaction product. The product is: [Cl:10][C:6]1[C:7]([C:8]#[N:9])=[C:2]([NH:16][C:15]2[C:14]([F:13])=[CH:20][CH:19]=[CH:18][C:17]=2[F:21])[N:3]=[C:4]([S:11][CH3:12])[N:5]=1. (6) Given the reactants [F:1][C:2]([F:12])([F:11])[CH:3]([CH3:10])[CH2:4][C:5](OCC)=[O:6].[H-].[H-].[H-].[H-].[Li+].[Al+3], predict the reaction product. The product is: [F:1][C:2]([F:12])([F:11])[CH:3]([CH3:10])[CH2:4][CH2:5][OH:6]. (7) The product is: [Cl:16][C:4]1[N:5]([C:7]2[CH:12]=[CH:11][CH:10]=[CH:9][CH:8]=2)[N:6]=[C:2]([CH3:1])[C:3]=1[CH:19]=[O:22]. Given the reactants [CH3:1][C:2]1[CH:3]=[C:4](O)[N:5]([C:7]2[CH:12]=[CH:11][CH:10]=[CH:9][CH:8]=2)[N:6]=1.P(Cl)(Cl)([Cl:16])=O.[C:19](=[O:22])([O-])O.[Na+], predict the reaction product.